This data is from Full USPTO retrosynthesis dataset with 1.9M reactions from patents (1976-2016). The task is: Predict the reactants needed to synthesize the given product. (1) Given the product [CH3:13][O:12][C:8]1[CH:7]=[C:6]([C:2]2[S:16][C:15]([NH2:17])=[N:14][C:3]=2[CH3:4])[CH:11]=[CH:10][CH:9]=1, predict the reactants needed to synthesize it. The reactants are: Br[CH:2]([C:6]1[CH:11]=[CH:10][CH:9]=[C:8]([O:12][CH3:13])[CH:7]=1)[C:3](=O)[CH3:4].[NH2:14][C:15]([NH2:17])=[S:16]. (2) Given the product [Br:16][C:17]1[CH:18]=[C:19]([C:32]#[N:33])[C:20]2[N:21]([C:9]([O:11][C:12]([CH3:13])([CH3:14])[CH3:15])=[O:10])[C:22]3[C:27]([S:28][C:29]=2[CH:30]=1)=[CH:26][C:25]([Br:31])=[CH:24][CH:23]=3, predict the reactants needed to synthesize it. The reactants are: [CH3:13][C:12]([O:11][C:9](O[C:9]([O:11][C:12]([CH3:15])([CH3:14])[CH3:13])=[O:10])=[O:10])([CH3:15])[CH3:14].[Br:16][C:17]1[CH:18]=[C:19]([C:32]#[N:33])[C:20]2[NH:21][C:22]3[C:27]([S:28][C:29]=2[CH:30]=1)=[CH:26][C:25]([Br:31])=[CH:24][CH:23]=3.BrC1C(Br)=C(C#N)C2NC3C(SC=2C=1)=CC=CC=3.